This data is from Forward reaction prediction with 1.9M reactions from USPTO patents (1976-2016). The task is: Predict the product of the given reaction. (1) Given the reactants [CH:1]1[C:13]2[CH2:12][C:11]3[C:6](=[CH:7][CH:8]=[CH:9][CH:10]=3)[C:5]=2[CH:4]=[CH:3][CH:2]=1.[NH2:14][C@H:15]([C:20]([OH:22])=[O:21])[C@H:16]([CH2:18][CH3:19])[CH3:17].N[C@H]([C:26]([OH:28])=[O:27])C.[CH:29]1C=CC=CC=1, predict the reaction product. The product is: [NH:14]([C:26]([O:28][CH2:29][CH:12]1[C:11]2[C:6](=[CH:7][CH:8]=[CH:9][CH:10]=2)[C:5]2[C:13]1=[CH:1][CH:2]=[CH:3][CH:4]=2)=[O:27])[C@H:15]([C:20]([OH:22])=[O:21])[C@H:16]([CH2:18][CH3:19])[CH3:17]. (2) Given the reactants C(N(CC)CC)C.[F:8][C:9]([F:15])([CH2:13][OH:14])[C:10]([OH:12])=[O:11].[C:16](Cl)(=[O:20])[C:17]([CH3:19])=[CH2:18], predict the reaction product. The product is: [F:8][C:9]([F:15])([CH2:13][O:14][C:16](=[O:20])[C:17]([CH3:19])=[CH2:18])[C:10]([OH:12])=[O:11]. (3) The product is: [ClH:1].[NH2:15][C:16]1([CH2:22][CH2:23][C:24]([O:26][CH2:27][CH3:28])=[O:25])[CH2:17][CH2:18][O:19][CH2:20][CH2:21]1. Given the reactants [ClH:1].C(OCC)(=O)C.C(OC([NH:15][C:16]1([CH2:22][CH2:23][C:24]([O:26][CH2:27][CH3:28])=[O:25])[CH2:21][CH2:20][O:19][CH2:18][CH2:17]1)=O)(C)(C)C, predict the reaction product. (4) The product is: [CH3:10][C:5]1[O:6][C:7]2[C:3](=[CH:2][S:1][CH:8]=2)[N:4]=1. Given the reactants [SH:1][CH2:2][C:3]1[N:4]=[C:5]([CH3:10])[O:6][C:7]=1[CH:8]=O.C(O)(=O)C, predict the reaction product. (5) Given the reactants C([N:8]1[CH2:12][CH:11]2[CH2:13][CH2:14][O:15][CH2:16][CH:10]2[CH2:9]1)C1C=CC=CC=1, predict the reaction product. The product is: [CH2:12]1[NH:8][CH2:9][CH:10]2[CH2:16][O:15][CH2:14][CH2:13][CH:11]12. (6) Given the reactants [CH2:1]([C:8]12[C:16](=[O:17])[N:15]([CH3:18])[CH2:14][CH:13]1[CH2:12][CH2:11][N:10](CC1C=CC=CC=1)[CH2:9]2)[C:2]1[CH:7]=[CH:6][CH:5]=[CH:4][CH:3]=1.[H][H], predict the reaction product. The product is: [CH2:1]([C:8]12[C:16](=[O:17])[N:15]([CH3:18])[CH2:14][CH:13]1[CH2:12][CH2:11][NH:10][CH2:9]2)[C:2]1[CH:3]=[CH:4][CH:5]=[CH:6][CH:7]=1. (7) Given the reactants Cl[C:2]1[C:3]2[N:10]([CH3:11])[CH:9]=[CH:8][C:4]=2[N:5]=[CH:6][N:7]=1.[NH2:12][C:13]1[CH:14]=[C:15]([OH:19])[CH:16]=[CH:17][CH:18]=1.C(=O)([O-])[O-].[K+].[K+].CN1CCCC1=O, predict the reaction product. The product is: [CH3:11][N:10]1[C:3]2[C:2]([O:19][C:15]3[CH:14]=[C:13]([CH:18]=[CH:17][CH:16]=3)[NH2:12])=[N:7][CH:6]=[N:5][C:4]=2[CH:8]=[CH:9]1.